Dataset: Full USPTO retrosynthesis dataset with 1.9M reactions from patents (1976-2016). Task: Predict the reactants needed to synthesize the given product. (1) Given the product [CH2:1]([CH:4]1[CH2:9][CH2:8][CH:7]([C:10]([OH:14])=[O:11])[CH2:6][CH2:5]1)[C:2]#[CH:3], predict the reactants needed to synthesize it. The reactants are: [CH2:1]([C@H:4]1[CH2:9][CH2:8][C@H:7]([CH2:10][OH:11])[CH2:6][CH2:5]1)[C:2]#[CH:3].C(OC1C(OC(=O)C)=C(I)C=CC=1)(=[O:14])C.CC1(C)N([O])C(C)(C)CCC1. (2) Given the product [ClH:19].[Cl:1][C:5]1[C:4]([O:3][CH3:2])=[C:13]([O:14][CH3:15])[C:12]([Cl:19])=[C:11]2[C:6]=1[CH2:7][CH2:8][NH:9][CH2:10]2, predict the reactants needed to synthesize it. The reactants are: [ClH:1].[CH3:2][O:3][C:4]1[CH:5]=[C:6]2[C:11](=[CH:12][C:13]=1[O:14][CH3:15])[CH2:10][NH:9][CH2:8][CH2:7]2.S(Cl)([Cl:19])(=O)=O. (3) Given the product [F:16][C:3]1[C:2]([NH:1][CH2:27][C:19]2[CH:18]=[N:17][C:26]3[C:21]([CH:20]=2)=[CH:22][CH:23]=[CH:24][CH:25]=3)=[C:7]([F:8])[CH:6]=[CH:5][C:4]=1[NH:9][S:10]([CH2:13][CH2:14][CH3:15])(=[O:12])=[O:11], predict the reactants needed to synthesize it. The reactants are: [NH2:1][C:2]1[C:3]([F:16])=[C:4]([NH:9][S:10]([CH2:13][CH2:14][CH3:15])(=[O:12])=[O:11])[CH:5]=[CH:6][C:7]=1[F:8].[N:17]1[C:26]2[C:21](=[CH:22][CH:23]=[CH:24][CH:25]=2)[CH:20]=[C:19]([CH:27]=O)[CH:18]=1.FC(F)(F)C(O)=O.C([SiH](CC)CC)C.